This data is from Reaction yield outcomes from USPTO patents with 853,638 reactions. The task is: Predict the reaction yield, written as a fraction of the theoretical maximum amount of product (1.0 means a 100% yield; for example, 0.34 means a 34% yield). (1) The yield is 0.710. The catalyst is ClCCl. The product is [C:9]([O:13][C:14]([NH:16][CH2:17][C@H:18]([N:23]1[CH2:24][CH2:25][N:26]([S:4]([CH2:3][CH:2]([CH3:8])[CH3:1])(=[O:6])=[O:5])[CH2:27][CH2:28]1)[C:19]([O:21][CH3:22])=[O:20])=[O:15])([CH3:12])([CH3:10])[CH3:11]. The reactants are [CH3:1][CH:2]([CH3:8])[CH2:3][S:4](Cl)(=[O:6])=[O:5].[C:9]([O:13][C:14]([NH:16][CH2:17][C@H:18]([N:23]1[CH2:28][CH2:27][NH:26][CH2:25][CH2:24]1)[C:19]([O:21][CH3:22])=[O:20])=[O:15])([CH3:12])([CH3:11])[CH3:10].C(N(CC)CC)C.O. (2) The reactants are [NH2:1][C:2]1[CH:7]=[C:6]([Br:8])[CH:5]=[CH:4][N:3]=1.O.N1C2C(=CC=C3C=2N=CC=C3)C=CC=1.[C:24](#[N:31])[C:25]1[CH:30]=[CH:29][CH:28]=[CH:27][CH:26]=1. The catalyst is [Cu]Br. The product is [Br:8][C:6]1[CH:5]=[CH:4][N:3]2[N:31]=[C:24]([C:25]3[CH:30]=[CH:29][CH:28]=[CH:27][CH:26]=3)[N:1]=[C:2]2[CH:7]=1. The yield is 0.790.